This data is from Full USPTO retrosynthesis dataset with 1.9M reactions from patents (1976-2016). The task is: Predict the reactants needed to synthesize the given product. (1) Given the product [CH2:1]([CH:8]1[C:17]2[C:12](=[CH:13][CH:14]=[CH:15][CH:16]=2)[CH2:11][CH2:10][N:9]1[CH2:19][C:20]([NH:27][CH2:26][C:25]1[CH:28]=[CH:29][CH:30]=[CH:31][C:24]=1[Cl:23])=[O:21])[C:2]1[CH:3]=[CH:4][CH:5]=[CH:6][CH:7]=1, predict the reactants needed to synthesize it. The reactants are: [CH2:1]([CH:8]1[C:17]2[C:12](=[CH:13][CH:14]=[CH:15][CH:16]=2)[CH2:11][CH2:10][NH:9]1)[C:2]1[CH:7]=[CH:6][CH:5]=[CH:4][CH:3]=1.Br[CH2:19][C:20](Br)=[O:21].[Cl:23][C:24]1[CH:31]=[CH:30][CH:29]=[CH:28][C:25]=1[CH2:26][NH2:27]. (2) Given the product [CH3:1][O:2][C:3]([C:5]1[CH:16]=[CH:15][C:8]2[N:9]([CH2:12][CH2:13][O:14][CH2:19][S:20][CH3:21])[CH:10]=[N:11][C:7]=2[CH:6]=1)=[O:4], predict the reactants needed to synthesize it. The reactants are: [CH3:1][O:2][C:3]([C:5]1[CH:16]=[CH:15][C:8]2[N:9]([CH2:12][CH2:13][OH:14])[CH:10]=[N:11][C:7]=2[CH:6]=1)=[O:4].[H-].[Na+].[CH3:19][S:20][CH2:21]Cl.[Na+].[I-]. (3) Given the product [C:12]([Si:16]([C:22]1[CH:27]=[CH:26][CH:25]=[CH:24][CH:23]=1)([C:28]1[CH:33]=[CH:32][CH:31]=[CH:30][CH:29]=1)[O:17][CH2:18][CH2:19][N:20]([CH3:21])[C:2]1[CH:3]=[CH:4][C:5]([N+:9]([O-:11])=[O:10])=[C:6]([CH3:8])[N:7]=1)([CH3:15])([CH3:13])[CH3:14], predict the reactants needed to synthesize it. The reactants are: Cl[C:2]1[N:7]=[C:6]([CH3:8])[C:5]([N+:9]([O-:11])=[O:10])=[CH:4][CH:3]=1.[C:12]([Si:16]([C:28]1[CH:33]=[CH:32][CH:31]=[CH:30][CH:29]=1)([C:22]1[CH:27]=[CH:26][CH:25]=[CH:24][CH:23]=1)[O:17][CH2:18][CH2:19][NH:20][CH3:21])([CH3:15])([CH3:14])[CH3:13]. (4) Given the product [CH2:30]([O:1][C:2]1[CH:7]=[CH:6][C:5]([C@@:8]23[C@@H:17]([OH:18])[CH2:16][CH2:15][CH2:14][C@H:13]2[C@H:12]([CH3:19])[C:11]2([O:20][CH2:21][CH2:22][O:23]2)[CH2:10][CH2:9]3)=[CH:4][CH:3]=1)[C:31]1[CH:36]=[CH:35][CH:34]=[CH:33][CH:32]=1, predict the reactants needed to synthesize it. The reactants are: [OH:1][C:2]1[CH:7]=[CH:6][C:5]([C@@:8]23[C@@H:17]([OH:18])[CH2:16][CH2:15][CH2:14][C@H:13]2[C@H:12]([CH3:19])[C:11]2([O:23][CH2:22][CH2:21][O:20]2)[CH2:10][CH2:9]3)=[CH:4][CH:3]=1.C(=O)([O-])[O-].[K+].[K+].[CH2:30](Br)[C:31]1[CH:36]=[CH:35][CH:34]=[CH:33][CH:32]=1. (5) Given the product [Cl:1][C:2]1[CH:3]=[CH:4][C:5]([CH2:6][C:7]2[N:8]=[C:9]([C:15]3[CH:20]=[CH:19][N:18]=[CH:17][CH:16]=3)[S:10][C:11]=2[C:12](=[O:14])/[CH:13]=[CH:25]/[N:26]([CH3:28])[CH3:27])=[CH:21][CH:22]=1, predict the reactants needed to synthesize it. The reactants are: [Cl:1][C:2]1[CH:22]=[CH:21][C:5]([CH2:6][C:7]2[N:8]=[C:9]([C:15]3[CH:20]=[CH:19][N:18]=[CH:17][CH:16]=3)[S:10][C:11]=2[C:12](=[O:14])[CH3:13])=[CH:4][CH:3]=1.CO[CH:25](OC)[N:26]([CH3:28])[CH3:27]. (6) The reactants are: [CH:1]1([CH2:4][N:5]([CH2:19][CH:20]2[CH2:22][CH2:21]2)[C:6]2[C:15]([CH:16]=O)=[CH:14][C:13]3[C:8](=[C:9]([CH3:18])[CH:10]=[CH:11][CH:12]=3)[N:7]=2)[CH2:3][CH2:2]1.[F:23][C:24]([F:38])([F:37])[C:25]1[CH:26]=[C:27]([CH:30]=[C:31]([C:33]([F:36])([F:35])[F:34])[CH:32]=1)[CH2:28][NH2:29].C(O)(=O)C.C([BH3-])#N.[Na+]. Given the product [F:23][C:24]([F:37])([F:38])[C:25]1[CH:26]=[C:27]([CH:30]=[C:31]([C:33]([F:36])([F:34])[F:35])[CH:32]=1)[CH2:28][NH:29][CH2:16][C:15]1[C:6]([N:5]([CH2:19][CH:20]2[CH2:22][CH2:21]2)[CH2:4][CH:1]2[CH2:3][CH2:2]2)=[N:7][C:8]2[C:13]([CH:14]=1)=[CH:12][CH:11]=[CH:10][C:9]=2[CH3:18], predict the reactants needed to synthesize it. (7) Given the product [CH2:15]([NH:14][C:2]1[S:3][C:4]2[CH2:13][CH2:12][C:11]3[C:6](=[CH:7][CH:8]=[CH:9][CH:10]=3)[C:5]=2[N:1]=1)[CH2:16][CH3:17], predict the reactants needed to synthesize it. The reactants are: [N:1]1[C:5]2[C:6]3[C:11]([CH2:12][CH2:13][C:4]=2[S:3][C:2]=1[NH:14][C:15](=O)[CH2:16][CH3:17])=[CH:10][CH:9]=[CH:8][CH:7]=3.[H-].[Al+3].[Li+].[H-].[H-].[H-].O.O.O.O.O.O.O.O.O.O.[O-]S([O-])(=O)=O.[Na+].[Na+].